Dataset: Full USPTO retrosynthesis dataset with 1.9M reactions from patents (1976-2016). Task: Predict the reactants needed to synthesize the given product. (1) Given the product [C:1]1([C:42]2[CH:47]=[CH:46][CH:45]=[CH:44][CH:43]=2)[CH:2]=[CH:3][C:4]([C:7](=[N:9][O:10][CH2:11][CH2:12][O:13][C:14]2[CH:19]=[CH:18][C:17]([CH2:20][C@H:21]([O:31][C:32]3[CH:33]=[CH:34][C:35]([C:38]([CH3:39])([CH3:40])[CH3:41])=[CH:36][CH:37]=3)[C:22]([OH:24])=[O:23])=[CH:16][CH:15]=2)[CH3:8])=[CH:5][CH:6]=1, predict the reactants needed to synthesize it. The reactants are: [C:1]1([C:42]2[CH:47]=[CH:46][CH:45]=[CH:44][CH:43]=2)[CH:6]=[CH:5][C:4]([C:7](=[N:9][O:10][CH2:11][CH2:12][O:13][C:14]2[CH:19]=[CH:18][C:17]([CH2:20][C@H:21]([O:31][C:32]3[CH:37]=[CH:36][C:35]([C:38]([CH3:41])([CH3:40])[CH3:39])=[CH:34][CH:33]=3)[C:22]([O:24]CC[Si](C)(C)C)=[O:23])=[CH:16][CH:15]=2)[CH3:8])=[CH:3][CH:2]=1.[F-].C([N+](CCCC)(CCCC)CCCC)CCC. (2) Given the product [CH2:13]([C:9]1[C:10]([NH:16][CH2:17][CH2:18][C:19]2[CH:27]=[CH:26][C:22]([C:23]([OH:25])=[O:24])=[CH:21][CH:20]=2)=[N:11][C:6]([C:2]2[S:1][CH:5]=[CH:4][CH:3]=2)=[N:7][C:8]=1[CH3:15])[CH3:14], predict the reactants needed to synthesize it. The reactants are: [S:1]1[CH:5]=[CH:4][CH:3]=[C:2]1[C:6]1[N:11]=[C:10](Cl)[C:9]([CH2:13][CH3:14])=[C:8]([CH3:15])[N:7]=1.[NH2:16][CH2:17][CH2:18][C:19]1[CH:27]=[CH:26][C:22]([C:23]([OH:25])=[O:24])=[CH:21][CH:20]=1.N12CCCN=C1CCCCC2.Cl. (3) Given the product [Cl:1][C:2]1[CH:3]=[CH:4][C:5]([C:8]2([C:11]([NH:14][CH2:15][CH2:16][CH2:17][N:18]3[CH2:23][CH2:22][CH:21]([C:24]4[CH:29]=[CH:28][CH:27]=[C:26]([NH:30][C:31]([CH:33]5[CH2:35][CH2:34]5)=[O:32])[CH:25]=4)[CH2:20][CH2:19]3)=[O:13])[CH2:9][CH2:10]2)=[CH:6][CH:7]=1, predict the reactants needed to synthesize it. The reactants are: [Cl:1][C:2]1[CH:7]=[CH:6][C:5]([C:8]2([C:11]([OH:13])=O)[CH2:10][CH2:9]2)=[CH:4][CH:3]=1.[NH2:14][CH2:15][CH2:16][CH2:17][N:18]1[CH2:23][CH2:22][CH:21]([C:24]2[CH:25]=[C:26]([NH:30][C:31]([CH:33]3[CH2:35][CH2:34]3)=[O:32])[CH:27]=[CH:28][CH:29]=2)[CH2:20][CH2:19]1. (4) Given the product [Br:1][C:2]1[CH:3]=[C:4]([NH2:14])[C:5]([NH2:13])=[C:6]2[C:11]=1[CH2:10][N:9]([CH3:12])[CH2:8][CH2:7]2, predict the reactants needed to synthesize it. The reactants are: [Br:1][C:2]1[C:11]2[CH2:10][N:9]([CH3:12])[CH2:8][CH2:7][C:6]=2[C:5]([NH2:13])=[C:4]([N+:14]([O-])=O)[CH:3]=1. (5) Given the product [CH3:55][O:16][C:14](=[O:15])[CH:13]([NH:12][C:10](=[O:11])[CH:9]([CH2:2][C:3]1[CH:8]=[CH:7][CH:6]=[CH:5][CH:4]=1)[CH2:18][P:19]([CH:22]([NH:24][C:43](=[O:45])[CH2:42][CH2:41][CH:40]([NH:39][C:37]([O:36][C:32]([CH3:33])([CH3:34])[CH3:35])=[O:38])[C:46]([N:48]1[CH2:52][CH2:51][CH2:50][CH:49]1[C:53]#[N:54])=[O:47])[CH3:23])([OH:21])=[O:20])[CH3:17], predict the reactants needed to synthesize it. The reactants are: Cl.[CH2:2]([CH:9]([CH2:18][P:19]([CH:22]([NH:24]C(OC(C)(C)C)=O)[CH3:23])([OH:21])=[O:20])[C:10]([NH:12][CH:13]([CH3:17])[C:14]([OH:16])=[O:15])=[O:11])[C:3]1[CH:8]=[CH:7][CH:6]=[CH:5][CH:4]=1.[C:32]([O:36][C:37]([NH:39][CH:40]([C:46]([N:48]1[CH2:52][CH2:51][CH2:50][CH:49]1[C:53]#[N:54])=[O:47])[CH2:41][CH2:42][C:43]([OH:45])=O)=[O:38])([CH3:35])([CH3:34])[CH3:33].[CH3:55]N1CCOCC1.Cl.CN(C)CCCN=C=NCC.OC1C2N=NNC=2C=CC=1. (6) Given the product [Cl:25][C:17]1[C:18]2[N:19]=[C:10]([C:6]3[CH:7]=[CH:8][CH:9]=[C:4]([O:3][C:2]([F:22])([F:21])[F:1])[CH:5]=3)[CH:11]=[CH:12][C:13]=2[N:14]=[CH:15][N:16]=1, predict the reactants needed to synthesize it. The reactants are: [F:1][C:2]([F:22])([F:21])[O:3][C:4]1[CH:5]=[C:6]([C:10]2[CH:11]=[CH:12][C:13]3[N:14]=[CH:15][N:16]=[C:17](O)[C:18]=3[N:19]=2)[CH:7]=[CH:8][CH:9]=1.O=S(Cl)[Cl:25].